From a dataset of Full USPTO retrosynthesis dataset with 1.9M reactions from patents (1976-2016). Predict the reactants needed to synthesize the given product. (1) The reactants are: C([O:8][CH2:9][CH2:10][O:11][C:12]([C:14]1[CH:19]=[CH:18][C:17]([C:20]2[CH:25]=[CH:24][C:23]([O:26]CC3C=CC=CC=3)=[C:22]([O:34]CC3C=CC=CC=3)[CH:21]=2)=[CH:16][CH:15]=1)=[O:13])C1C=CC=CC=1.C. Given the product [OH:8][CH2:9][CH2:10][O:11][C:12]([C:14]1[CH:15]=[CH:16][C:17]([C:20]2[CH:25]=[CH:24][C:23]([OH:26])=[C:22]([OH:34])[CH:21]=2)=[CH:18][CH:19]=1)=[O:13], predict the reactants needed to synthesize it. (2) Given the product [C:1]([N:4]1[CH2:9][CH2:8][C:7]2([C:13](=[O:15])[CH:14]=[C:10]2[O:11][CH2:18][CH3:19])[CH2:6][CH2:5]1)(=[O:3])[CH3:2], predict the reactants needed to synthesize it. The reactants are: [C:1]([N:4]1[CH2:9][CH2:8][CH:7]([C:10](Cl)=[O:11])[CH2:6][CH2:5]1)(=[O:3])[CH3:2].[CH2:13]([O:15]C#C)[CH3:14].[CH2:18](N(CC)CC)[CH3:19].CCOC(C)=O. (3) Given the product [NH:1]1[C:5]2[CH:6]=[CH:7][C:8]([C:10]([N:25]3[C@@H:26]4[C@@H:21]([C:20]5[C:15]([O:14][CH3:13])=[CH:16][CH:17]=[CH:18][C:19]=5[CH2:28][CH2:27]4)[CH2:22][CH2:23][CH2:24]3)=[O:12])=[CH:9][C:4]=2[N:3]=[CH:2]1, predict the reactants needed to synthesize it. The reactants are: [NH:1]1[C:5]2[CH:6]=[CH:7][C:8]([C:10]([OH:12])=O)=[CH:9][C:4]=2[N:3]=[CH:2]1.[CH3:13][O:14][C:15]1[C:20]2[C@@H:21]3[C@H:26]([CH2:27][CH2:28][C:19]=2[CH:18]=[CH:17][CH:16]=1)[NH:25][CH2:24][CH2:23][CH2:22]3. (4) Given the product [Br:40][C:35]1[CH:34]=[C:33]([N:32]2[C:28]([C:24]3[C:23]([NH:22][CH2:43][CH2:44][NH:45][C:46](=[O:52])[O:47][C:48]([CH3:51])([CH3:50])[CH3:49])=[N:27][O:26][N:25]=3)=[N:29][C:3](=[O:4])[O:5]2)[CH:38]=[CH:37][C:36]=1[F:39], predict the reactants needed to synthesize it. The reactants are: FC(F)(F)[C:3]([OH:5])=[O:4].C(O[BH-](OC(=O)C)OC(=O)C)(=O)C.[Na+].[NH2:22][C:23]1[C:24]([C:28]2[N:32]([C:33]3[CH:38]=[CH:37][C:36]([F:39])=[C:35]([Br:40])[CH:34]=3)C(=O)O[N:29]=2)=[N:25][O:26][N:27]=1.O=[CH:43][CH2:44][NH:45][C:46](=[O:52])[O:47][C:48]([CH3:51])([CH3:50])[CH3:49]. (5) The reactants are: [NH2:1][C:2]1[CH:3]=[C:4]([CH:11]=[C:12]([S:14]([F:19])([F:18])([F:17])([F:16])[F:15])[CH:13]=1)[C:5]([N:7]([O:9][CH3:10])[CH3:8])=[O:6].C(N(CC)CC)C.[F:27][C:28]([F:39])([F:38])[C:29](O[C:29](=[O:30])[C:28]([F:39])([F:38])[F:27])=[O:30].C(=O)([O-])O.[Na+]. Given the product [CH3:10][O:9][N:7]([CH3:8])[C:5](=[O:6])[C:4]1[CH:11]=[C:12]([S:14]([F:19])([F:15])([F:16])([F:17])[F:18])[CH:13]=[C:2]([NH:1][C:29](=[O:30])[C:28]([F:39])([F:38])[F:27])[CH:3]=1, predict the reactants needed to synthesize it. (6) The reactants are: [F:1][C:2]([F:32])([F:31])[CH2:3][CH2:4][S:5]([O:8][C:9]1[CH:14]=[CH:13][C:12]([N:15]2[C:19]([CH3:20])=[C:18]([C:21](Cl)=[O:22])[N:17]=[C:16]2[C:24]2[CH:29]=[CH:28][CH:27]=[CH:26][C:25]=2[Cl:30])=[CH:11][CH:10]=1)(=[O:7])=[O:6].[CH:33]1([NH2:39])[CH2:38][CH2:37][CH2:36][CH2:35][CH2:34]1.[OH-].[Na+].O.C(Cl)Cl. Given the product [F:32][C:2]([F:31])([F:1])[CH2:3][CH2:4][S:5]([O:8][C:9]1[CH:10]=[CH:11][C:12]([N:15]2[C:19]([CH3:20])=[C:18]([C:21]([NH:39][CH:33]3[CH2:38][CH2:37][CH2:36][CH2:35][CH2:34]3)=[O:22])[N:17]=[C:16]2[C:24]2[CH:29]=[CH:28][CH:27]=[CH:26][C:25]=2[Cl:30])=[CH:13][CH:14]=1)(=[O:7])=[O:6], predict the reactants needed to synthesize it. (7) Given the product [Br:1][C:2]1[CH:3]=[C:4]([NH:5][C:17](=[O:18])[C:16]2[CH:20]=[CH:21][CH:22]=[C:14]([C:10]([CH3:12])([CH3:11])[CH3:13])[CH:15]=2)[CH:6]=[CH:7][C:8]=1[CH3:9], predict the reactants needed to synthesize it. The reactants are: [Br:1][C:2]1[CH:3]=[C:4]([CH:6]=[CH:7][C:8]=1[CH3:9])[NH2:5].[C:10]([C:14]1[CH:15]=[C:16]([CH:20]=[CH:21][CH:22]=1)[C:17](O)=[O:18])([CH3:13])([CH3:12])[CH3:11].CN(C(ON1N=NC2C=CC=NC1=2)=[N+](C)C)C.F[P-](F)(F)(F)(F)F.C(N(CC)C(C)C)(C)C.[OH-].[Na+]. (8) The reactants are: [Cl:1][C:2]1[CH:3]=[C:4]([CH:27]([C:34]#[N:35])[CH2:28][C:29]([O:31]CC)=[O:30])[CH:5]=[CH:6][C:7]=1[C:8]1[N:12]=[C:11]([C:13]2[N:14]=[C:15]3[C:20]([Cl:21])=[CH:19][C:18]([C:22]([F:25])([F:24])[F:23])=[CH:17][N:16]3[CH:26]=2)[O:10][N:9]=1.[Li+].[OH-]. Given the product [Cl:1][C:2]1[CH:3]=[C:4]([CH:27]([C:34]#[N:35])[CH2:28][C:29]([OH:31])=[O:30])[CH:5]=[CH:6][C:7]=1[C:8]1[N:12]=[C:11]([C:13]2[N:14]=[C:15]3[C:20]([Cl:21])=[CH:19][C:18]([C:22]([F:25])([F:24])[F:23])=[CH:17][N:16]3[CH:26]=2)[O:10][N:9]=1, predict the reactants needed to synthesize it.